This data is from Full USPTO retrosynthesis dataset with 1.9M reactions from patents (1976-2016). The task is: Predict the reactants needed to synthesize the given product. The reactants are: C1CN([P+](ON2N=NC3C=CC=CC2=3)(N2CCCC2)N2CCCC2)CC1.F[P-](F)(F)(F)(F)F.[C:34]([O:38][C:39]([NH:41][C:42]1[S:46][C:45]([C:47]2[C:52]([F:53])=[CH:51][CH:50]=[CH:49][C:48]=2[F:54])=[N:44][C:43]=1[C:55](O)=[O:56])=[O:40])([CH3:37])([CH3:36])[CH3:35].[Cl:58][C:59]1[N:63]([CH3:64])[N:62]=[CH:61][C:60]=1[NH2:65].CCN(C(C)C)C(C)C. Given the product [Cl:58][C:59]1[N:63]([CH3:64])[N:62]=[CH:61][C:60]=1[NH:65][C:55]([C:43]1[N:44]=[C:45]([C:47]2[C:48]([F:54])=[CH:49][CH:50]=[CH:51][C:52]=2[F:53])[S:46][C:42]=1[NH:41][C:39](=[O:40])[O:38][C:34]([CH3:36])([CH3:37])[CH3:35])=[O:56], predict the reactants needed to synthesize it.